Predict which catalyst facilitates the given reaction. From a dataset of Catalyst prediction with 721,799 reactions and 888 catalyst types from USPTO. (1) Reactant: P12(SP3(SP(SP(S3)(S1)=S)(=S)S2)=S)=[S:2].[CH:15]1([N:18]([CH2:31][C:32]2[CH:37]=[CH:36][CH:35]=[CH:34][C:33]=2[Si:38]([CH3:41])([CH3:40])[CH3:39])[C:19]([C:21]2[C:22]([CH:28]([F:30])[F:29])=[N:23][N:24]([CH3:27])[C:25]=2[F:26])=O)[CH2:17][CH2:16]1.O. Product: [CH:15]1([N:18]([CH2:31][C:32]2[CH:37]=[CH:36][CH:35]=[CH:34][C:33]=2[Si:38]([CH3:41])([CH3:40])[CH3:39])[C:19]([C:21]2[C:22]([CH:28]([F:30])[F:29])=[N:23][N:24]([CH3:27])[C:25]=2[F:26])=[S:2])[CH2:17][CH2:16]1. The catalyst class is: 12. (2) Reactant: [Br:1][C:2]1[CH:3]=[C:4]2[C:11]3([C:15](=O)[NH:14][C:13](=[S:17])[NH:12]3)[CH2:10][CH:9]([C:18]3[CH:23]=[CH:22][C:21]([Cl:24])=[CH:20][CH:19]=3)[O:8][C:5]2=[CH:6][CH:7]=1.[C:25]([O-:28])([O-])=O.[K+].[K+].[CH3:31]I. Product: [Br:1][C:2]1[CH:3]=[C:4]2[C:11]3([C:25](=[O:28])[N:14]([CH3:15])[C:13]([S:17][CH3:31])=[N:12]3)[CH2:10][CH:9]([C:18]3[CH:19]=[CH:20][C:21]([Cl:24])=[CH:22][CH:23]=3)[O:8][C:5]2=[CH:6][CH:7]=1. The catalyst class is: 23. (3) Reactant: [NH2:1][C:2]1[C:3]([CH3:8])=[CH:4][CH:5]=[CH:6][CH:7]=1.N1C=CC=CC=1.[CH3:15][S:16](Cl)(=[O:18])=[O:17].[Cl-].[Al+3].[Cl-].[Cl-].[C:24](Cl)(=[O:26])[CH3:25].Cl. Product: [C:24]([C:5]1[CH:6]=[CH:7][C:2]([NH:1][S:16]([CH3:15])(=[O:18])=[O:17])=[C:3]([CH3:8])[CH:4]=1)(=[O:26])[CH3:25]. The catalyst class is: 426. (4) Reactant: P(Cl)(Cl)([Cl:3])=O.C1(O[C:13]2[C:14](=[O:26])[N:15]([C:19]3[CH:24]=[CH:23][C:22]([F:25])=[CH:21][CH:20]=3)[CH:16]=[CH:17][N:18]=2)CCCCC1.C([O-])([O-])=O.[Na+].[Na+]. Product: [Cl:3][C:13]1[C:14](=[O:26])[N:15]([C:19]2[CH:24]=[CH:23][C:22]([F:25])=[CH:21][CH:20]=2)[CH:16]=[CH:17][N:18]=1. The catalyst class is: 26. (5) Reactant: COCCOC.[CH3:7][CH:8]([CH3:20])[CH2:9][CH2:10][NH:11][C:12]([C:14]1[S:15][CH:16]=[CH:17][C:18]=1Br)=[O:13].[C:21]([O:25][C:26]([NH:28][CH2:29][C:30]1[CH:35]=[CH:34][CH:33]=[CH:32][C:31]=1B(O)O)=[O:27])([CH3:24])([CH3:23])[CH3:22].C(=O)([O-])[O-].[Na+].[Na+]. Product: [CH3:7][CH:8]([CH3:20])[CH2:9][CH2:10][NH:11][C:12]([C:14]1[S:15][CH:16]=[CH:17][C:18]=1[C:31]1[CH:32]=[CH:33][CH:34]=[CH:35][C:30]=1[CH2:29][NH:28][C:26](=[O:27])[O:25][C:21]([CH3:24])([CH3:23])[CH3:22])=[O:13]. The catalyst class is: 668. (6) Reactant: [Cl:1][C:2]1[CH:3]=[CH:4][C:5]2[N:11]3[C:12]([C:15]([F:18])([F:17])[F:16])=[N:13][N:14]=[C:10]3[C@H:9]([CH2:19][C:20]([O:22]CC)=[O:21])[O:8][C@@H:7]([C:25]3[CH:30]=[CH:29][CH:28]=[C:27]([O:31][CH3:32])[C:26]=3[Cl:33])[C:6]=2[CH:34]=1.Cl. Product: [Cl:1][C:2]1[CH:3]=[CH:4][C:5]2[N:11]3[C:12]([C:15]([F:18])([F:17])[F:16])=[N:13][N:14]=[C:10]3[C@H:9]([CH2:19][C:20]([OH:22])=[O:21])[O:8][C@@H:7]([C:25]3[CH:30]=[CH:29][CH:28]=[C:27]([O:31][CH3:32])[C:26]=3[Cl:33])[C:6]=2[CH:34]=1. The catalyst class is: 155. (7) Reactant: C([O:8][C:9]1[N:24]=[C:23]([C:25]2[CH:33]=[C:32]3[C:28]([C:29]4[CH2:37][CH2:36][N:35]([CH3:38])[CH2:34][C:30]=4[NH:31]3)=[CH:27][CH:26]=2)[C:22]([CH2:39][CH3:40])=[C:21]([O:41]CC2C=CC=CC=2)[C:10]=1[C:11]([O:13]CC1C=CC=CC=1)=[O:12])C1C=CC=CC=1.C(Cl)Cl.[SiH](C(C)C)(C(C)C)C(C)C. Product: [CH2:39]([C:22]1[C:21]([OH:41])=[C:10]([C:11]([OH:13])=[O:12])[C:9](=[O:8])[NH:24][C:23]=1[C:25]1[CH:33]=[C:32]2[C:28]([C:29]3[CH2:37][CH2:36][N:35]([CH3:38])[CH2:34][C:30]=3[NH:31]2)=[CH:27][CH:26]=1)[CH3:40]. The catalyst class is: 67.